Dataset: Cav3 T-type calcium channel HTS with 100,875 compounds. Task: Binary Classification. Given a drug SMILES string, predict its activity (active/inactive) in a high-throughput screening assay against a specified biological target. (1) The compound is o1c(c2nc3c(c(c2)C(=O)Nc2cc(OC)c(OC)cc2)cccc3)ccc1C. The result is 0 (inactive). (2) The compound is FC(F)(F)c1cc(NC(=O)COc2c3OC(Cc3ccc2)(C)C)c(N2CCOCC2)cc1. The result is 0 (inactive). (3) The molecule is O=C(Nc1cc2OCCOc2cc1)C(N1C(=O)c2c(C1=O)cccc2)C(C)C. The result is 0 (inactive). (4) The drug is Brc1ccc(NC(=O)c2nn(cc2[N+]([O-])=O)C)nc1. The result is 0 (inactive). (5) The molecule is O(Cc1c(OC)ccc(c1)C(=O)C)C(=O)Cc1n[nH]c(=O)c2c1cccc2. The result is 0 (inactive). (6) The molecule is s1c(N2CC(CCC2)C(=O)N2CCN(CC2)C)nn2c1nc(cc2=O)C. The result is 0 (inactive).